This data is from Catalyst prediction with 721,799 reactions and 888 catalyst types from USPTO. The task is: Predict which catalyst facilitates the given reaction. (1) The catalyst class is: 7. Reactant: C([N-]C(C)C)(C)C.[Li+].[CH2:9]([N:16]1[CH2:21][CH2:20][O:19][CH2:18][C:17]1=[O:22])[C:10]1[CH:15]=[CH:14][CH:13]=[CH:12][CH:11]=1.[F:23][C:24]1[CH:25]=[C:26]([CH:29]=[CH:30][CH:31]=1)[CH:27]=[O:28]. Product: [F:23][C:24]1[CH:25]=[C:26]([C@H:27]([OH:28])[C@H:18]2[O:19][CH2:20][CH2:21][N:16]([CH2:9][C:10]3[CH:11]=[CH:12][CH:13]=[CH:14][CH:15]=3)[C:17]2=[O:22])[CH:29]=[CH:30][CH:31]=1.[F:23][C:24]1[CH:25]=[C:26]([C@@H:27]([OH:28])[C@@H:18]2[O:19][CH2:20][CH2:21][N:16]([CH2:9][C:10]3[CH:11]=[CH:12][CH:13]=[CH:14][CH:15]=3)[C:17]2=[O:22])[CH:29]=[CH:30][CH:31]=1. (2) The catalyst class is: 7. Product: [C:15]1([N:25]2[CH2:26][CH2:27][CH:28]([CH2:31][N:54]3[C:55](=[O:57])[CH2:56][O:52][C:53]3=[O:58])[CH2:29][CH2:30]2)[C:24]2[C:19](=[CH:20][CH:21]=[CH:22][CH:23]=2)[CH:18]=[CH:17][N:16]=1. Reactant: N(C(OC(C)C)=O)=NC(OC(C)C)=O.[C:15]1([N:25]2[CH2:30][CH2:29][CH:28]([CH2:31]O)[CH2:27][CH2:26]2)[C:24]2[C:19](=[CH:20][CH:21]=[CH:22][CH:23]=2)[CH:18]=[CH:17][N:16]=1.C1(P(C2C=CC=CC=2)C2C=CC=CC=2)C=CC=CC=1.[O:52]1[CH2:56][C:55](=[O:57])[NH:54][C:53]1=[O:58].